This data is from Reaction yield outcomes from USPTO patents with 853,638 reactions. The task is: Predict the reaction yield, written as a fraction of the theoretical maximum amount of product (1.0 means a 100% yield; for example, 0.34 means a 34% yield). (1) The catalyst is O1CCCC1. The reactants are Cl[SiH:2]1[N:6]([C:7]([CH3:10])([CH3:9])[CH3:8])[CH:5]=[CH:4][N:3]1[C:11]([CH3:14])([CH3:13])[CH3:12].[S-:15][C:16]#[N:17].[Na+]. The yield is 0.900. The product is [C:11]([N:3]1[CH:4]=[CH:5][N:6]([C:7]([CH3:10])([CH3:9])[CH3:8])[SiH:2]1[N:17]=[C:16]=[S:15])([CH3:14])([CH3:13])[CH3:12]. (2) The catalyst is CN(C=O)C. The product is [F:23][C:2]([F:1])([C:17]1[CH:22]=[CH:21][CH:20]=[CH:19][CH:18]=1)[CH2:3][NH:4][C:5]1[C:6]([F:16])=[C:7]([CH2:12][C:13]([NH:60][CH2:61][C:62]2[C:67]([CH3:68])=[N:66][C:65]([NH:69][C:70]([O:72][C:73]([CH3:75])([CH3:74])[CH3:76])=[O:71])=[CH:64][C:63]=2[CH3:77])=[O:15])[C:8]([Cl:11])=[CH:9][CH:10]=1. The reactants are [F:1][C:2]([F:23])([C:17]1[CH:22]=[CH:21][CH:20]=[CH:19][CH:18]=1)[CH2:3][NH:4][C:5]1[C:6]([F:16])=[C:7]([CH2:12][C:13]([OH:15])=O)[C:8]([Cl:11])=[CH:9][CH:10]=1.F[P-](F)(F)(F)(F)F.N1(O[P+](N(C)C)(N(C)C)N(C)C)C2C=CC=CC=2N=N1.CCN(C(C)C)C(C)C.[NH2:60][CH2:61][C:62]1[C:63]([CH3:77])=[CH:64][C:65]([NH:69][C:70]([O:72][C:73]([CH3:76])([CH3:75])[CH3:74])=[O:71])=[N:66][C:67]=1[CH3:68]. The yield is 0.440. (3) The reactants are C[CH2:2][N:3]=C=NCCCN(C)C.[Br:12][C:13]1[CH:18]=[CH:17][C:16]([CH2:19][CH2:20][C:21]([OH:23])=O)=[CH:15][CH:14]=1.C1C=CC2N(O)N=NC=2C=1.NC. The catalyst is CN(C=O)C.O. The product is [Br:12][C:13]1[CH:18]=[CH:17][C:16]([CH2:19][CH2:20][C:21]([NH:3][CH3:2])=[O:23])=[CH:15][CH:14]=1. The yield is 0.670. (4) The reactants are I[C:2]1[CH:7]=[CH:6][CH:5]=[CH:4][CH:3]=1.[CH:8]1[C:16]2[C:15]3[CH:17]=[CH:18][CH:19]=[CH:20][C:14]=3[S:13][C:12]=2[C:11]([C:21]2[CH:33]=[CH:32][C:31]3[C:30]4[C:25](=[CH:26][C:27]([C:34]5[C:39]6[S:40][C:41]7[CH:46]=[CH:45][CH:44]=[CH:43][C:42]=7[C:38]=6[CH:37]=[CH:36][CH:35]=5)=[CH:28][CH:29]=4)[NH:24][C:23]=3[CH:22]=2)=[CH:10][CH:9]=1.CC(C)([O-])C.[Na+].C1(C)C(C)=CC=CC=1. The catalyst is C1C=CC(/C=C/C(/C=C/C2C=CC=CC=2)=O)=CC=1.C1C=CC(/C=C/C(/C=C/C2C=CC=CC=2)=O)=CC=1.[Pd].C(P(C(C)(C)C)C(C)(C)C)(C)(C)C.C1(C)C=CC=CC=1. The product is [CH:37]1[C:38]2[C:42]3[CH:43]=[CH:44][CH:45]=[CH:46][C:41]=3[S:40][C:39]=2[C:34]([C:27]2[CH:28]=[CH:29][C:30]3[C:31]4[C:23](=[CH:22][C:21]([C:11]5[C:12]6[S:13][C:14]7[CH:20]=[CH:19][CH:18]=[CH:17][C:15]=7[C:16]=6[CH:8]=[CH:9][CH:10]=5)=[CH:33][CH:32]=4)[N:24]([C:2]4[CH:7]=[CH:6][CH:5]=[CH:4][CH:3]=4)[C:25]=3[CH:26]=2)=[CH:35][CH:36]=1. The yield is 0.930. (5) The reactants are Cl[C:2]1[N:7]2[N:8]=[C:9]([NH:11][C:12](=[O:19])[C:13]3[CH:18]=[CH:17][CH:16]=[N:15][CH:14]=3)[N:10]=[C:6]2[CH:5]=[C:4]([C:20]([F:23])([F:22])[F:21])[CH:3]=1.[CH3:24][NH:25][CH3:26]. No catalyst specified. The product is [CH3:24][N:25]([CH3:26])[C:2]1[N:7]2[N:8]=[C:9]([NH:11][C:12](=[O:19])[C:13]3[CH:18]=[CH:17][CH:16]=[N:15][CH:14]=3)[N:10]=[C:6]2[CH:5]=[C:4]([C:20]([F:23])([F:22])[F:21])[CH:3]=1. The yield is 0.390. (6) The reactants are [CH3:1][O:2][C:3]([C:5]1[S:6][C:7]([S:13][CH3:14])=[C:8]([C:11]#[N:12])[C:9]=1N)=[O:4].[I:15]CI.[N+]([O-])(OCCC(C)C)=O.[N+]([O-])(OCCCCC)=O. The catalyst is C(#N)C. The product is [C:11]([C:8]1[C:9]([I:15])=[C:5]([C:3]([O:2][CH3:1])=[O:4])[S:6][C:7]=1[S:13][CH3:14])#[N:12]. The yield is 0.570.